Dataset: Catalyst prediction with 721,799 reactions and 888 catalyst types from USPTO. Task: Predict which catalyst facilitates the given reaction. (1) Reactant: [NH2:1][C:2]1[CH:3]=[CH:4][C:5]([NH:18][CH2:19][CH:20]2[CH2:25][CH2:24][N:23](C(OC(C)(C)C)=O)[CH2:22][CH2:21]2)=[C:6]([CH:17]=1)[C:7]([NH:9][C:10]1[CH:15]=[CH:14][C:13]([Cl:16])=[CH:12][N:11]=1)=[O:8].C(N(C(C)C)[CH:36]([CH3:38])[CH3:37])C.[CH3:42][S:43](Cl)(=[O:45])=[O:44]. Product: [Cl:16][C:13]1[CH:14]=[CH:15][C:10]([NH:9][C:7](=[O:8])[C:6]2[CH:17]=[C:2]([NH:1][S:43]([CH3:42])(=[O:45])=[O:44])[CH:3]=[CH:4][C:5]=2[NH:18][CH2:19][CH:20]2[CH2:21][CH2:22][N:23]([CH:36]([CH3:38])[CH3:37])[CH2:24][CH2:25]2)=[N:11][CH:12]=1. The catalyst class is: 545. (2) Reactant: [NH2:1][C:2]1[CH:3]=[CH:4][C:5]2[S:9][N:8]=[C:7]([C:10]3[N:11]([CH3:15])[CH:12]=[CH:13][CH:14]=3)[C:6]=2[CH:16]=1.CN(C)[CH:19]1[N:24]=[C:23]([C:25]([F:28])([F:27])[F:26])[CH2:22][C:21](=[O:29])[O:20]1. Product: [CH3:15][N:11]1[CH:12]=[CH:13][CH:14]=[C:10]1[C:7]1[C:6]2[CH:16]=[C:2]([N:1]3[C:21](=[O:29])[CH:22]=[C:23]([C:25]([F:28])([F:27])[F:26])[NH:24][C:19]3=[O:20])[CH:3]=[CH:4][C:5]=2[S:9][N:8]=1. The catalyst class is: 15. (3) Reactant: [C:1]([O:5][C:6]([N:8]1[CH2:20][C@@H:19]([CH3:21])[N:18]2[C@H:10]([CH2:11][C:12]3[C:17]2=[N:16][C:15]([CH:22]([C:27]([CH3:32])([CH3:31])[CH:28]([CH3:30])[CH3:29])[O:23][SiH:24]([CH3:26])[CH3:25])=[CH:14][CH:13]=3)[CH2:9]1)=[O:7])([CH3:4])([CH3:3])[CH3:2].[Br:33]N1C(=O)CCC1=O. Product: [C:1]([O:5][C:6]([N:8]1[CH2:20][C@@H:19]([CH3:21])[N:18]2[C@H:10]([CH2:11][C:12]3[C:17]2=[N:16][C:15]([CH:22]([C:27]([CH3:31])([CH3:32])[CH:28]([CH3:29])[CH3:30])[O:23][SiH:24]([CH3:26])[CH3:25])=[C:14]([Br:33])[CH:13]=3)[CH2:9]1)=[O:7])([CH3:4])([CH3:3])[CH3:2]. The catalyst class is: 54. (4) Reactant: [C:1]([O:5][C:6]([N:8]1[CH2:13][CH2:12][N:11]([S:14]([CH3:17])(=[O:16])=[O:15])[CH:10]([CH2:18][OH:19])[CH2:9]1)=[O:7])([CH3:4])([CH3:3])[CH3:2].N1C2C(=C(C3N=C(N4CCOCC4)C4SC(CN5CCN(S(C)(=O)=O)C(CO)C5)=CC=4N=3)C=CC=2)[CH:22]=N1.[H-].[Na+].IC. Product: [C:1]([O:5][C:6]([N:8]1[CH2:13][CH2:12][N:11]([S:14]([CH3:17])(=[O:16])=[O:15])[CH:10]([CH2:18][O:19][CH3:22])[CH2:9]1)=[O:7])([CH3:4])([CH3:3])[CH3:2]. The catalyst class is: 168. (5) Reactant: [CH2:1]([C:3]1[C:8]([CH2:9][OH:10])=[CH:7][CH:6]=[CH:5][C:4]=1[NH:11][C:12]1[C:21]2[C:16](=[CH:17][C:18]([O:24][CH2:25][CH2:26][CH2:27][NH:28][CH:29]([CH3:31])[CH3:30])=[C:19]([O:22][CH3:23])[CH:20]=2)[N:15]=[CH:14][C:13]=1[C:32]([NH2:34])=[O:33])[CH3:2].[CH2:35](N(CC)CC)C.CN1[C:47](=[O:48])[CH2:46][CH2:45]C1. Product: [CH2:1]([C:3]1[C:8]([CH2:9][OH:10])=[CH:7][CH:6]=[CH:5][C:4]=1[NH:11][C:12]1[C:21]2[C:16](=[CH:17][C:18]([O:24][CH2:25][CH2:26][CH2:27][N:28]([C:47](=[O:48])[CH:46]([CH3:35])[CH3:45])[CH:29]([CH3:30])[CH3:31])=[C:19]([O:22][CH3:23])[CH:20]=2)[N:15]=[CH:14][C:13]=1[C:32]([NH2:34])=[O:33])[CH3:2]. The catalyst class is: 6. (6) Reactant: [H-].[Na+].FC(F)(F)C(O)=O.Cl[C:11]1[CH:12]=[C:13]([CH3:21])[C:14]2[N:15]([C:17]([NH2:20])=[N:18][N:19]=2)[N:16]=1.[CH3:22][CH2:23][CH:24]([OH:27])[CH2:25][CH3:26]. Product: [CH2:23]([CH:24]([O:27][C:11]1[CH:12]=[C:13]([CH3:21])[C:14]2[N:15]([C:17]([NH2:20])=[N:18][N:19]=2)[N:16]=1)[CH2:25][CH3:26])[CH3:22]. The catalyst class is: 3. (7) Reactant: [NH2:1][C:2]1[C:3]2[N:4]([C:11]([C@@H:15]3[CH2:23][CH2:22][C@@H:21]4[N:17]([C:18](=[O:24])[CH2:19][CH2:20]4)[CH2:16]3)=[N:12][C:13]=2[Br:14])[CH:5]([F:10])[CH:6](OC)[N:7]=1. Product: [NH2:1][C:2]1[C:3]2[N:4]([C:11]([C@@H:15]3[CH2:23][CH2:22][C@@H:21]4[N:17]([C:18](=[O:24])[CH2:19][CH2:20]4)[CH2:16]3)=[N:12][C:13]=2[Br:14])[C:5]([F:10])=[CH:6][N:7]=1. The catalyst class is: 17.